Dataset: Merck oncology drug combination screen with 23,052 pairs across 39 cell lines. Task: Regression. Given two drug SMILES strings and cell line genomic features, predict the synergy score measuring deviation from expected non-interaction effect. (1) Drug 1: CN1C(=O)C=CC2(C)C3CCC4(C)C(NC(=O)OCC(F)(F)F)CCC4C3CCC12. Drug 2: N.N.O=C(O)C1(C(=O)O)CCC1.[Pt]. Cell line: UWB1289. Synergy scores: synergy=-7.49. (2) Drug 1: CCC1(O)CC2CN(CCc3c([nH]c4ccccc34)C(C(=O)OC)(c3cc4c(cc3OC)N(C)C3C(O)(C(=O)OC)C(OC(C)=O)C5(CC)C=CCN6CCC43C65)C2)C1. Drug 2: CS(=O)(=O)CCNCc1ccc(-c2ccc3ncnc(Nc4ccc(OCc5cccc(F)c5)c(Cl)c4)c3c2)o1. Cell line: RPMI7951. Synergy scores: synergy=-9.67.